Dataset: hERG Central: cardiac toxicity at 1µM, 10µM, and general inhibition. Task: Predict hERG channel inhibition at various concentrations. (1) The molecule is COc1ccc(S(=O)(=O)NCC(c2cccnc2)N2CCN(C)CC2)cc1C. Results: hERG_inhib (hERG inhibition (general)): blocker. (2) The compound is CCOC(=O)C1CCN(C(=O)C2CCN(c3nnc(-n4cccc4)s3)CC2)CC1. Results: hERG_inhib (hERG inhibition (general)): blocker. (3) The compound is CC1CCCN(C(=O)CN2CCC(c3nc4ccc(Cl)cc4[nH]3)CC2)C1. Results: hERG_inhib (hERG inhibition (general)): blocker. (4) The drug is CCOC(=O)c1cnc2c(C)cccc2c1NCCCN1CCOCC1. Results: hERG_inhib (hERG inhibition (general)): blocker. (5) The molecule is CCOc1cc(CN2CCC(CO)(Cc3cccc(C(F)(F)F)c3)CC2)ccc1OC. Results: hERG_inhib (hERG inhibition (general)): blocker. (6) The molecule is CCOc1ccc(OCCOCCN2CCc3ccccc3C2)cc1. Results: hERG_inhib (hERG inhibition (general)): blocker.